Task: Predict the product of the given reaction.. Dataset: Forward reaction prediction with 1.9M reactions from USPTO patents (1976-2016) (1) Given the reactants [F:1][CH2:2][CH2:3][N:4]1[CH2:9][CH2:8][CH:7]([N:10]2[CH:14]=[C:13]([N+:15]([O-])=O)[CH:12]=[N:11]2)[CH2:6][CH2:5]1, predict the reaction product. The product is: [F:1][CH2:2][CH2:3][N:4]1[CH2:9][CH2:8][CH:7]([N:10]2[CH:14]=[C:13]([NH2:15])[CH:12]=[N:11]2)[CH2:6][CH2:5]1. (2) Given the reactants [NH2:1][C:2]1[CH:3]=[C:4]([N:8]2[C:14](=[O:15])[CH2:13][C:12](=[O:16])[NH:11][C:10]3[C:17]4[C:22]([CH:23]=[CH:24][C:9]2=3)=[CH:21][CH:20]=[CH:19][CH:18]=4)[CH:5]=[CH:6][CH:7]=1.[N+:25]([C:28]1[CH:33]=[CH:32][CH:31]=[CH:30][C:29]=1[S:34](Cl)(=[O:36])=[O:35])([O-:27])=[O:26], predict the reaction product. The product is: [O:16]=[C:12]1[NH:11][C:10]2[C:17]3[C:22]([CH:23]=[CH:24][C:9]=2[N:8]([C:4]2[CH:3]=[C:2]([NH:1][S:34]([C:29]4[CH:30]=[CH:31][CH:32]=[CH:33][C:28]=4[N+:25]([O-:27])=[O:26])(=[O:35])=[O:36])[CH:7]=[CH:6][CH:5]=2)[C:14](=[O:15])[CH2:13]1)=[CH:21][CH:20]=[CH:19][CH:18]=3. (3) Given the reactants [CH2:1]([O:3][C:4]([C:6]1[C:7](=[O:14])[N-:8][C:9]([S:12][CH3:13])=[N:10][CH:11]=1)=[O:5])[CH3:2].C([Na])C.Cl, predict the reaction product. The product is: [CH3:13][S:12][C:9]1[NH:8][C:7](=[O:14])[C:6]([C:4]([O:3][CH2:1][CH3:2])=[O:5])=[CH:11][N:10]=1. (4) Given the reactants C[O:2][C:3](=[O:40])[CH2:4][C@H:5]1[C:9]2[CH:10]=[CH:11][C:12]([O:14][CH2:15][C:16]3[CH:17]=[C:18]([C:22]4[C:27]([CH2:28][CH3:29])=[CH:26][C:25]([O:30][CH2:31][CH2:32][CH2:33][S:34]([CH3:37])(=[O:36])=[O:35])=[CH:24][C:23]=4[CH2:38][CH3:39])[CH:19]=[CH:20][CH:21]=3)=[CH:13][C:8]=2[O:7][CH2:6]1.CO.[OH-].[Na+].C(O)(=O)CC(CC(O)=O)(C(O)=O)O, predict the reaction product. The product is: [CH2:28]([C:27]1[CH:26]=[C:25]([O:30][CH2:31][CH2:32][CH2:33][S:34]([CH3:37])(=[O:36])=[O:35])[CH:24]=[C:23]([CH2:38][CH3:39])[C:22]=1[C:18]1[CH:19]=[CH:20][CH:21]=[C:16]([CH2:15][O:14][C:12]2[CH:11]=[CH:10][C:9]3[C@H:5]([CH2:4][C:3]([OH:40])=[O:2])[CH2:6][O:7][C:8]=3[CH:13]=2)[CH:17]=1)[CH3:29].